This data is from Forward reaction prediction with 1.9M reactions from USPTO patents (1976-2016). The task is: Predict the product of the given reaction. The product is: [CH:25]1([CH2:24][N:15]([C:16]2[CH:17]=[N:18][C:19]([O:22][CH3:23])=[CH:20][CH:21]=2)[C:13](=[O:14])[NH:12][C:10]2[S:11][C:7]([S:6][CH2:5][C:4]([OH:30])=[O:3])=[CH:8][N:9]=2)[CH2:29][CH2:28][CH2:27][CH2:26]1. Given the reactants C([O:3][C:4](=[O:30])[CH2:5][S:6][C:7]1[S:11][C:10]([NH:12][C:13]([N:15]([CH2:24][CH:25]2[CH2:29][CH2:28][CH2:27][CH2:26]2)[C:16]2[CH:17]=[N:18][C:19]([O:22][CH3:23])=[CH:20][CH:21]=2)=[O:14])=[N:9][CH:8]=1)C.C1(CN(C2C=CC(S(C)(=O)=O)=CC=2)C(=O)NC2SC=C(CC(O)=O)N=2)CCCC1.C1(CNC2C=NC(OC)=CC=2)CCCC1.C(OC(=O)CSC1SC(N)=NC=1)C, predict the reaction product.